From a dataset of Reaction yield outcomes from USPTO patents with 853,638 reactions. Predict the reaction yield, written as a fraction of the theoretical maximum amount of product (1.0 means a 100% yield; for example, 0.34 means a 34% yield). (1) The reactants are [F:1][C:2]1[CH:7]=[CH:6][C:5]([C:8]2[S:9][C:10]3[N:11]=[C:12]([NH2:23])[N:13]=[C:14]([N:17]4[CH2:22][CH2:21][NH:20][CH2:19][CH2:18]4)[C:15]=3[N:16]=2)=[CH:4][CH:3]=1.[C:24]1([CH3:33])[CH:29]=[CH:28][C:27]([N:30]=[C:31]=[O:32])=[CH:26][CH:25]=1. The catalyst is CN(C=O)C. The product is [NH2:23][C:12]1[N:13]=[C:14]([N:17]2[CH2:18][CH2:19][N:20]([C:31]([NH:30][C:27]3[CH:28]=[CH:29][C:24]([CH3:33])=[CH:25][CH:26]=3)=[O:32])[CH2:21][CH2:22]2)[C:15]2[N:16]=[C:8]([C:5]3[CH:6]=[CH:7][C:2]([F:1])=[CH:3][CH:4]=3)[S:9][C:10]=2[N:11]=1. The yield is 0.440. (2) The reactants are [NH2:1][C:2]1[N:7]([C:8]2[CH:13]=[CH:12][CH:11]=[C:10]([F:14])[CH:9]=2)[C:6](=[S:15])[NH:5][C:4](=[O:16])[C:3]=1[N:17]=O.N.S(S([O-])=O)([O-])=O.[Na+].[Na+].S(=O)(=O)(O)O. The catalyst is O. The product is [NH2:17][C:3]1[C:4](=[O:16])[NH:5][C:6](=[S:15])[N:7]([C:8]2[CH:13]=[CH:12][CH:11]=[C:10]([F:14])[CH:9]=2)[C:2]=1[NH2:1]. The yield is 0.780. (3) The reactants are [CH2:1]([OH:8])[C:2]1[CH:7]=[CH:6][CH:5]=[CH:4][CH:3]=1.O=S(Cl)Cl.[CH:13]1[CH:18]=[C:17]([OH:19])[CH:16]=[C:15]([CH2:20][C@H:21]([NH2:25])[C:22](O)=[O:23])[CH:14]=1. The catalyst is CCOC(C)=O. The product is [NH2:25][CH:21]([CH2:20][C:15]1[CH:14]=[CH:13][CH:18]=[C:17]([OH:19])[CH:16]=1)[C:22]([O:8][CH2:1][C:2]1[CH:7]=[CH:6][CH:5]=[CH:4][CH:3]=1)=[O:23]. The yield is 0.590. (4) The reactants are [N:1]([C@@H:4]1[CH2:8][C@@H:7]([CH2:9][O:10][Si:11]([C:14]([CH3:17])([CH3:16])[CH3:15])([CH3:13])[CH3:12])[C@@H:6]([O:18][Si:19]([C:22]([CH3:25])([CH3:24])[CH3:23])([CH3:21])[CH3:20])[CH2:5]1)=[N+]=[N-].CCOC(C)=O. The catalyst is [Pd]. The product is [Si:19]([O:18][C@@H:6]1[C@H:7]([CH2:9][O:10][Si:11]([C:14]([CH3:17])([CH3:16])[CH3:15])([CH3:12])[CH3:13])[CH2:8][C@@H:4]([NH2:1])[CH2:5]1)([C:22]([CH3:25])([CH3:24])[CH3:23])([CH3:21])[CH3:20]. The yield is 0.921. (5) The reactants are C1C=CC2N(O)N=NC=2C=1.CCN=C=NCCCN(C)C.[CH3:22][C:23]1[NH:24][CH:25]=[C:26]([C:28]([OH:30])=O)[N:27]=1.[OH:31][CH2:32][CH2:33][NH:34][CH:35]1[CH2:40][CH2:39][N:38]([C:41]([O:43][C:44]([CH3:47])([CH3:46])[CH3:45])=[O:42])[CH2:37][CH2:36]1. The catalyst is C(#N)C.C(N(CC)CC)C. The product is [OH:31][CH2:32][CH2:33][N:34]([C:28]([C:26]1[N:27]=[C:23]([CH3:22])[NH:24][CH:25]=1)=[O:30])[CH:35]1[CH2:40][CH2:39][N:38]([C:41]([O:43][C:44]([CH3:47])([CH3:46])[CH3:45])=[O:42])[CH2:37][CH2:36]1. The yield is 0.180. (6) The reactants are [Cl:1][C:2]1[CH:7]=[C:6]2[CH2:8][O:9][C:10]3[CH:34]=[C:33]4[C:13]([CH2:14][CH2:15][C:16]5[N:20]=[C:19]([CH:21]6[CH2:25][CH2:24][CH2:23][N:22]6[C:26]([O:28][C:29]([CH3:32])([CH3:31])[CH3:30])=[O:27])[NH:18][C:17]=54)=[CH:12][C:11]=3[C:5]2=[CH:4][CH:3]=1. The catalyst is ClCCl.C(OCC)(=O)C.[O-2].[Mn+4].[O-2]. The product is [Cl:1][C:2]1[CH:7]=[C:6]2[CH2:8][O:9][C:10]3[CH:34]=[C:33]4[C:13]([CH:14]=[CH:15][C:16]5[N:20]=[C:19]([CH:21]6[CH2:25][CH2:24][CH2:23][N:22]6[C:26]([O:28][C:29]([CH3:30])([CH3:31])[CH3:32])=[O:27])[NH:18][C:17]=54)=[CH:12][C:11]=3[C:5]2=[CH:4][CH:3]=1. The yield is 0.810. (7) The yield is 0.790. The reactants are Cl[C:2]1[C:11]2[C:6](=[CH:7][CH:8]=[CH:9][CH:10]=2)[N:5]=[C:4]2[N:12]([C:16]3[CH:21]=[CH:20][CH:19]=[CH:18][N:17]=3)[N:13]=[C:14]([CH3:15])[C:3]=12.Cl.C([OH:25])C. The product is [CH3:15][C:14]1[C:3]2[C:2](=[O:25])[C:11]3[C:6](=[CH:7][CH:8]=[CH:9][CH:10]=3)[NH:5][C:4]=2[N:12]([C:16]2[CH:21]=[CH:20][CH:19]=[CH:18][N:17]=2)[N:13]=1. No catalyst specified. (8) The reactants are [OH:1][CH2:2][CH2:3][NH:4][C:5](=[O:11])[O:6][C:7]([CH3:10])([CH3:9])[CH3:8].C(N(C(C)C)CC)(C)C.[S:21](Cl)([CH3:24])(=[O:23])=[O:22]. The catalyst is ClCCl. The product is [CH3:24][S:21]([O:1][CH2:2][CH2:3][NH:4][C:5](=[O:11])[O:6][C:7]([CH3:8])([CH3:10])[CH3:9])(=[O:23])=[O:22]. The yield is 0.970.